Dataset: Reaction yield outcomes from USPTO patents with 853,638 reactions. Task: Predict the reaction yield, written as a fraction of the theoretical maximum amount of product (1.0 means a 100% yield; for example, 0.34 means a 34% yield). (1) The reactants are C(OC([N:8]1[CH2:13][CH2:12][CH:11]([C:14]2[CH:35]=[CH:34][C:17]3[C:18]4[N:22]([CH2:23][CH2:24][O:25][C:16]=3[CH:15]=2)[CH:21]=[C:20]([C:26]2[N:27]([CH:31]([CH3:33])[CH3:32])[N:28]=[CH:29][N:30]=2)[N:19]=4)[CH2:10][CH2:9]1)=O)(C)(C)C.[C:36]([OH:42])([C:38]([F:41])([F:40])[F:39])=[O:37]. The catalyst is C(Cl)Cl. The product is [F:39][C:38]([F:41])([F:40])[C:36]([OH:42])=[O:37].[CH:31]([N:27]1[C:26]([C:20]2[N:19]=[C:18]3[N:22]([CH2:23][CH2:24][O:25][C:16]4[CH:15]=[C:14]([CH:11]5[CH2:12][CH2:13][NH:8][CH2:9][CH2:10]5)[CH:35]=[CH:34][C:17]=43)[CH:21]=2)=[N:30][CH:29]=[N:28]1)([CH3:33])[CH3:32]. The yield is 1.00. (2) The reactants are FC(F)(F)S(O[C:7]1[CH2:12][CH2:11][C:10]([CH3:14])([CH3:13])[C@H:9]([O:15][Si:16]([C:19]([CH3:22])([CH3:21])[CH3:20])([CH3:18])[CH3:17])[CH:8]=1)(=O)=O.[CH3:25][C:26]1([CH3:42])[C:30]([CH3:32])([CH3:31])[O:29][B:28]([B:28]2[O:29][C:30]([CH3:32])([CH3:31])[C:26]([CH3:42])([CH3:25])[O:27]2)[O:27]1.C([O-])(=O)C.[K+]. The catalyst is O1CCOCC1.CCOC(C)=O.O.Cl[Pd]Cl. The product is [C:19]([Si:16]([O:15][C@H:9]1[C:10]([CH3:14])([CH3:13])[CH2:11][CH2:12][C:7]([B:28]2[O:29][C:30]([CH3:32])([CH3:31])[C:26]([CH3:42])([CH3:25])[O:27]2)=[CH:8]1)([CH3:18])[CH3:17])([CH3:22])([CH3:21])[CH3:20]. The yield is 0.760. (3) The reactants are [O:1]=[C:2]1[C:10](=[O:11])[C:9]2[C:4](=[CH:5][CH:6]=[C:7]([S:12](Cl)(=[O:14])=[O:13])[CH:8]=2)[NH:3]1.C1COCC1.C(N(CC)C(C)C)(C)C.[CH3:30][O:31][CH2:32][C@H:33]1[CH2:37][CH2:36][CH2:35][NH:34]1. The catalyst is C(Cl)(Cl)Cl. The product is [CH3:30][O:31][CH2:32][C@H:33]1[CH2:37][CH2:36][CH2:35][N:34]1[S:12]([C:7]1[CH:8]=[C:9]2[C:4](=[CH:5][CH:6]=1)[NH:3][C:2](=[O:1])[C:10]2=[O:11])(=[O:14])=[O:13]. The yield is 0.638. (4) The reactants are [N:1]12[CH2:8][CH2:7][C:4]([C:9]([C:17]3[CH:22]=[CH:21][CH:20]=[CH:19][CH:18]=3)([C:11]3[CH:16]=[CH:15][CH:14]=[CH:13][CH:12]=3)[OH:10])([CH2:5][CH2:6]1)[CH2:3][CH2:2]2.[Br:23][CH2:24][CH2:25][O:26][CH2:27][C:28]1[CH:33]=[CH:32][CH:31]=[C:30]([O:34][CH3:35])[CH:29]=1. The catalyst is CC#N. The product is [Br-:23].[OH:10][C:9]([C:17]1[CH:22]=[CH:21][CH:20]=[CH:19][CH:18]=1)([C:11]1[CH:12]=[CH:13][CH:14]=[CH:15][CH:16]=1)[C:4]12[CH2:5][CH2:6][N+:1]([CH2:24][CH2:25][O:26][CH2:27][C:28]3[CH:33]=[CH:32][CH:31]=[C:30]([O:34][CH3:35])[CH:29]=3)([CH2:2][CH2:3]1)[CH2:8][CH2:7]2. The yield is 0.140. (5) The reactants are [C:1]([O:5][C:6](=[O:38])[CH2:7][CH2:8][C:9]1[CH:14]=[CH:13][C:12]([O:15][CH2:16][CH2:17][C:18]2[N:19]=[C:20]([C:24]3[CH:29]=[CH:28][CH:27]=[CH:26][CH:25]=3)[O:21][C:22]=2[CH3:23])=[CH:11][C:10]=1[CH2:30][NH:31][C:32](=[O:37])[C:33]([F:36])([F:35])[F:34])([CH3:4])([CH3:3])[CH3:2].[H-].[Na+].I[CH3:42]. The catalyst is CN(C=O)C. The product is [C:1]([O:5][C:6](=[O:38])[CH2:7][CH2:8][C:9]1[CH:14]=[CH:13][C:12]([O:15][CH2:16][CH2:17][C:18]2[N:19]=[C:20]([C:24]3[CH:29]=[CH:28][CH:27]=[CH:26][CH:25]=3)[O:21][C:22]=2[CH3:23])=[CH:11][C:10]=1[CH2:30][N:31]([CH3:42])[C:32](=[O:37])[C:33]([F:34])([F:35])[F:36])([CH3:4])([CH3:2])[CH3:3]. The yield is 0.730. (6) The reactants are [CH:1]([N:14]1[CH2:17][CH:16]([OH:18])[CH2:15]1)([C:8]1[CH:13]=[CH:12][CH:11]=[CH:10][CH:9]=1)[C:2]1[CH:7]=[CH:6][CH:5]=[CH:4][CH:3]=1.N1C=CC=CC=1.[CH3:25][S:26](Cl)(=[O:28])=[O:27]. The catalyst is C(Cl)Cl. The product is [CH3:25][S:26]([O:18][CH:16]1[CH2:17][N:14]([CH:1]([C:8]2[CH:13]=[CH:12][CH:11]=[CH:10][CH:9]=2)[C:2]2[CH:3]=[CH:4][CH:5]=[CH:6][CH:7]=2)[CH2:15]1)(=[O:28])=[O:27]. The yield is 0.650. (7) The yield is 0.120. The product is [C:1]([C:5]1[CH:10]=[C:9]2[C:8](=[CH:7][C:6]=1[NH2:19])[NH:13][CH:12]=[CH:11]2)([CH3:2])([CH3:3])[CH3:4]. The catalyst is C(O)C. The reactants are [C:1]([C:5]1[C:6]([N+:19]([O-])=O)=[CH:7][C:8]([N+]([O-])=O)=[C:9](/[CH:11]=[CH:12]/[N:13](C)C)[CH:10]=1)([CH3:4])([CH3:3])[CH3:2].O.O.[Sn](Cl)Cl. (8) The reactants are [F:1][C:2]([F:34])([F:33])[CH:3]([C:24]1[CH:29]=[C:28]([Cl:30])[C:27]([Cl:31])=[C:26]([Cl:32])[CH:25]=1)/[CH:4]=[CH:5]/[C:6]1[CH:23]=[CH:22][C:9]([O:10][N:11]2C(=O)C3C(=CC=CC=3)C2=O)=[CH:8][CH:7]=1.O.NN. The catalyst is CCO. The product is [F:34][C:2]([F:1])([F:33])[CH:3]([C:24]1[CH:25]=[C:26]([Cl:32])[C:27]([Cl:31])=[C:28]([Cl:30])[CH:29]=1)/[CH:4]=[CH:5]/[C:6]1[CH:23]=[CH:22][C:9]([O:10][NH2:11])=[CH:8][CH:7]=1. The yield is 0.530. (9) The reactants are Cl[C:2]1[CH:9]=[CH:8][C:7]([N+:10]([O-:12])=[O:11])=[CH:6][C:3]=1[CH2:4][OH:5].[NH:13]1[CH2:17][CH2:16][C@@H:15]([OH:18])[CH2:14]1. No catalyst specified. The product is [OH:5][CH2:4][C:3]1[CH:6]=[C:7]([N+:10]([O-:12])=[O:11])[CH:8]=[CH:9][C:2]=1[N:13]1[CH2:17][CH2:16][C@@H:15]([OH:18])[CH2:14]1. The yield is 0.870. (10) The reactants are [I:1][C:2]1[CH:11]=[CH:10][C:9]([OH:12])=[C:8]2[C:3]=1[CH:4]=[CH:5][CH:6]=[N:7]2.C(=O)([O-])[O-].[K+].[K+].[CH3:19][O:20][C:21]1[CH:28]=[CH:27][C:24]([CH2:25]Cl)=[CH:23][CH:22]=1. The catalyst is C(#N)C. The product is [I:1][C:2]1[CH:11]=[CH:10][C:9]([O:12][CH2:25][C:24]2[CH:27]=[CH:28][C:21]([O:20][CH3:19])=[CH:22][CH:23]=2)=[C:8]2[C:3]=1[CH:4]=[CH:5][CH:6]=[N:7]2. The yield is 0.228.